This data is from Forward reaction prediction with 1.9M reactions from USPTO patents (1976-2016). The task is: Predict the product of the given reaction. (1) The product is: [Cl:1][C:2]1[CH:3]=[C:4]([C:12]2[O:16][N:15]=[C:14]([C:17]3[CH:22]=[CH:21][C:20]([O:23][CH2:33][CH2:34][CH2:35][C:36]([O:38][CH2:39][CH3:40])=[O:37])=[CH:19][C:18]=3[CH2:24][CH3:25])[N:13]=2)[CH:5]=[CH:6][C:7]=1[O:8][CH:9]([CH3:10])[CH3:11]. Given the reactants [Cl:1][C:2]1[CH:3]=[C:4]([C:12]2[O:16][N:15]=[C:14]([C:17]3[CH:22]=[CH:21][C:20]([OH:23])=[CH:19][C:18]=3[CH2:24][CH3:25])[N:13]=2)[CH:5]=[CH:6][C:7]=1[O:8][CH:9]([CH3:11])[CH3:10].C(=O)([O-])[O-].[K+].[K+].Br[CH2:33][CH2:34][CH2:35][C:36]([O:38][CH2:39][CH3:40])=[O:37], predict the reaction product. (2) The product is: [F:1][C:2]1[CH:7]=[C:6]([S:8]([CH3:11])(=[O:9])=[O:10])[CH:5]=[CH:4][C:3]=1[O:12][C:14]1[N:19]=[CH:18][N:17]=[C:16]2[N:20]([CH:23]3[CH2:24][CH2:25][N:26]([C:29]4[O:33][N:32]=[C:31]([CH:34]([CH3:36])[CH3:35])[N:30]=4)[CH2:27][CH2:28]3)[N:21]=[CH:22][C:15]=12. Given the reactants [F:1][C:2]1[CH:7]=[C:6]([S:8]([CH3:11])(=[O:10])=[O:9])[CH:5]=[CH:4][C:3]=1[OH:12].Cl[C:14]1[N:19]=[CH:18][N:17]=[C:16]2[N:20]([CH:23]3[CH2:28][CH2:27][N:26]([C:29]4[O:33][N:32]=[C:31]([CH:34]([CH3:36])[CH3:35])[N:30]=4)[CH2:25][CH2:24]3)[N:21]=[CH:22][C:15]=12.C(=O)([O-])[O-].[K+].[K+], predict the reaction product. (3) Given the reactants Br[C:2]1[S:3][N:4]=[C:5]2[CH:10]=[C:9]([Br:11])[CH:8]=[N:7][C:6]=12.[NH2:12][CH2:13][CH2:14][CH2:15][CH2:16][CH2:17][OH:18], predict the reaction product. The product is: [Br:11][C:9]1[CH:8]=[N:7][C:6]2=[C:2]([NH:12][CH2:13][CH2:14][CH2:15][CH2:16][CH2:17][OH:18])[S:3][N:4]=[C:5]2[CH:10]=1. (4) Given the reactants [P:1]([O:8]CC)([O:5][CH2:6][CH3:7])[O:2][CH2:3][CH3:4].I[CH3:12], predict the reaction product. The product is: [CH3:12][P:1](=[O:8])([O:5][CH2:6][CH3:7])[O:2][CH2:3][CH3:4].